From a dataset of Full USPTO retrosynthesis dataset with 1.9M reactions from patents (1976-2016). Predict the reactants needed to synthesize the given product. Given the product [NH4+:11].[OH-:14].[Cl:1][C:2]1[CH:3]=[C:4]([C:8]2[C:9]([CH2:15][O:16][CH:17]([C:26]3[N:30]([CH3:31])[CH:29]=[N:28][CH:27]=3)[C:18]3[CH:19]=[CH:20][C:21]([C:22]#[N:23])=[CH:24][CH:25]=3)=[CH:10][N:11]([CH3:35])[C:12](=[O:14])[CH:13]=2)[CH:5]=[CH:6][CH:7]=1, predict the reactants needed to synthesize it. The reactants are: [Cl:1][C:2]1[CH:3]=[C:4]([C:8]2[C:9]([CH2:15][O:16][CH:17]([C:26]3[N:30]([CH3:31])[CH:29]=[N:28][CH:27]=3)[C:18]3[CH:25]=[CH:24][C:21]([C:22]#[N:23])=[CH:20][CH:19]=3)=[CH:10][NH:11][C:12](=[O:14])[CH:13]=2)[CH:5]=[CH:6][CH:7]=1.[H-].[Na+].I[CH3:35].